From a dataset of Aqueous solubility values for 9,982 compounds from the AqSolDB database. Regression/Classification. Given a drug SMILES string, predict its absorption, distribution, metabolism, or excretion properties. Task type varies by dataset: regression for continuous measurements (e.g., permeability, clearance, half-life) or binary classification for categorical outcomes (e.g., BBB penetration, CYP inhibition). For this dataset (solubility_aqsoldb), we predict Y. (1) The compound is OCc1cccc(CO)c1. The Y is -0.233 log mol/L. (2) The drug is Cn1ncc2cc3c(Nc4cccc(Br)c4)ncnc3cc21. The Y is -3.48 log mol/L.